This data is from Forward reaction prediction with 1.9M reactions from USPTO patents (1976-2016). The task is: Predict the product of the given reaction. Given the reactants Br[C:2]1[CH:29]=[CH:28][C:5]2[N:6]([C:9]([C:22]3[CH:27]=[CH:26][CH:25]=[CH:24][CH:23]=3)([C:16]3[CH:21]=[CH:20][CH:19]=[CH:18][CH:17]=3)[C:10]3[CH:15]=[CH:14][CH:13]=[CH:12][CH:11]=3)[N:7]=[N:8][C:4]=2[CH:3]=1.[CH2:30]([N:37]([CH2:44][C:45]1[CH:50]=[CH:49][CH:48]=[C:47](B)[CH:46]=1)[CH2:38][CH2:39][CH2:40][N:41]([CH3:43])[CH3:42])[C:31]1[CH:36]=[CH:35][CH:34]=[CH:33][CH:32]=1.C(=O)([O-])[O-].[Cs+].[Cs+].O.C(Cl)Cl, predict the reaction product. The product is: [CH2:30]([N:37]([CH2:44][C:45]1[CH:50]=[CH:49][CH:48]=[C:47]([C:2]2[CH:29]=[CH:28][C:5]3[N:6]([C:9]([C:10]4[CH:15]=[CH:14][CH:13]=[CH:12][CH:11]=4)([C:16]4[CH:17]=[CH:18][CH:19]=[CH:20][CH:21]=4)[C:22]4[CH:27]=[CH:26][CH:25]=[CH:24][CH:23]=4)[N:7]=[N:8][C:4]=3[CH:3]=2)[CH:46]=1)[CH2:38][CH2:39][CH2:40][N:41]([CH3:43])[CH3:42])[C:31]1[CH:36]=[CH:35][CH:34]=[CH:33][CH:32]=1.